From a dataset of Full USPTO retrosynthesis dataset with 1.9M reactions from patents (1976-2016). Predict the reactants needed to synthesize the given product. (1) Given the product [CH3:1][N:2]1[CH2:7][CH2:6][CH:5]([O:8][C:9]2[CH:16]=[CH:15][CH:14]=[CH:13][C:10]=2[CH:11]=[O:18])[CH2:4][CH2:3]1, predict the reactants needed to synthesize it. The reactants are: [CH3:1][N:2]1[CH2:7][CH2:6][CH:5]([O:8][C:9]2[CH:16]=[CH:15][CH:14]=[CH:13][C:10]=2[C:11]#N)[CH2:4][CH2:3]1.C(O)=[O:18]. (2) Given the product [NH:7]1[CH:11]=[CH:10][CH:9]=[C:8]1[C:15]([O:17][CH3:18])=[O:16], predict the reactants needed to synthesize it. The reactants are: BrCC1C=C(C=CC=1)C[N:7]1[C:11](I)=[C:10](C=O)[CH:9]=[C:8]1[C:15]([O:17][CH3:18])=[O:16].C([O-])([O-])=O.[K+].[K+]. (3) Given the product [F:1][C:2]1[C:11]2[CH2:10][CH2:9][CH2:8][CH2:7][C:6]=2[CH:5]=[CH:4][C:3]=1[CH2:12][OH:13], predict the reactants needed to synthesize it. The reactants are: [F:1][C:2]1[C:11]2[CH2:10][CH2:9][CH2:8][CH2:7][C:6]=2[CH:5]=[CH:4][C:3]=1[CH2:12][O:13]C1CCCCO1.CC1C=CC(S([O-])(=O)=O)=CC=1.C1C=C[NH+]=CC=1. (4) Given the product [CH2:18]([O:17][C:14]1[N:13]=[CH:12][C:11]([CH2:10][N:4]2[CH:5]=[C:6]([C:7]([OH:9])=[O:8])[C:2]([NH:1][C:32](=[O:33])[CH2:31][O:30][CH3:29])=[N:3]2)=[CH:16][CH:15]=1)[CH3:19], predict the reactants needed to synthesize it. The reactants are: [NH2:1][C:2]1[C:6]([C:7]([OH:9])=[O:8])=[CH:5][N:4]([CH2:10][C:11]2[CH:12]=[N:13][C:14]([O:17][CH2:18][CH3:19])=[CH:15][CH:16]=2)[N:3]=1.C(N(CC)C(C)C)(C)C.[CH3:29][O:30][CH2:31][C:32](Cl)=[O:33]. (5) Given the product [CH2:16]([O:15][C:6]1[C:5]([C:23]([O:25][CH2:26][CH3:27])=[O:24])=[C:4]([C:1](=[O:3])[CH2:2][CH3:28])[N:8]2[CH2:9][CH2:10][N:11]([CH3:14])[C:12](=[O:13])[C:7]=12)[C:17]1[CH:18]=[CH:19][CH:20]=[CH:21][CH:22]=1, predict the reactants needed to synthesize it. The reactants are: [C:1]([C:4]1[N:8]2[CH2:9][CH2:10][N:11]([CH3:14])[C:12](=[O:13])[C:7]2=[C:6]([O:15][CH2:16][C:17]2[CH:22]=[CH:21][CH:20]=[CH:19][CH:18]=2)[C:5]=1[C:23]([O:25][CH2:26][CH3:27])=[O:24])(=[O:3])[CH3:2].[CH3:28][Si]([N-][Si](C)(C)C)(C)C.[Li+].IC. (6) The reactants are: CN(C)[CH:3]=[CH:4][C:5]([C:7]1[C:8]([CH3:16])=[C:9]([C:13]([NH2:15])=[O:14])[NH:10][C:11]=1[CH3:12])=O.[N+]([O-])(O)=O.[F:22][C:23]1[CH:28]=[CH:27][C:26]([NH:29][C:30]([NH2:32])=[NH:31])=[CH:25][CH:24]=1.C([O-])([O-])=O.[K+].[K+]. Given the product [F:22][C:23]1[CH:24]=[CH:25][C:26]([NH:29][C:30]2[N:32]=[C:5]([C:7]3[C:8]([CH3:16])=[C:9]([C:13]([NH2:15])=[O:14])[NH:10][C:11]=3[CH3:12])[CH:4]=[CH:3][N:31]=2)=[CH:27][CH:28]=1, predict the reactants needed to synthesize it. (7) Given the product [C:1]([C:3]1[CH:8]=[CH:7][N:6]=[C:5]([CH2:10][CH:11]([CH3:13])[CH3:12])[CH:4]=1)#[N:2], predict the reactants needed to synthesize it. The reactants are: [C:1]([C:3]1[CH:8]=[CH:7][N:6]=[CH:5][CH:4]=1)#[N:2].C(O)(=O)[CH2:10][CH:11]([CH3:13])[CH3:12].FC(F)(F)C(O)=O.[OH-].[Na+].